From a dataset of Reaction yield outcomes from USPTO patents with 853,638 reactions. Predict the reaction yield, written as a fraction of the theoretical maximum amount of product (1.0 means a 100% yield; for example, 0.34 means a 34% yield). The reactants are Cl[C:2]1[C:11]2[C:6](=[CH:7][CH:8]=[C:9]([O:12][CH:13]3[CH2:18][CH2:17][N:16](C(OC(C)(C)C)=O)[CH2:15][CH2:14]3)[CH:10]=2)[N:5]=[CH:4][N:3]=1.C(N(CC)C(C)C)(C)C.[Cl:35][C:36]1[CH:37]=[C:38]([CH:40]=[CH:41][C:42]=1[O:43][CH2:44][C:45]1[CH:50]=[CH:49][CH:48]=[CH:47][N:46]=1)[NH2:39].Cl. The catalyst is CC(O)C. The product is [Cl:35][C:36]1[CH:37]=[C:38]([NH:39][C:2]2[C:11]3[C:6](=[CH:7][CH:8]=[C:9]([O:12][CH:13]4[CH2:14][CH2:15][NH:16][CH2:17][CH2:18]4)[CH:10]=3)[N:5]=[CH:4][N:3]=2)[CH:40]=[CH:41][C:42]=1[O:43][CH2:44][C:45]1[CH:50]=[CH:49][CH:48]=[CH:47][N:46]=1. The yield is 0.250.